Task: Binary Classification. Given a drug SMILES string, predict its activity (active/inactive) in a high-throughput screening assay against a specified biological target.. Dataset: Cav3 T-type calcium channel HTS with 100,875 compounds (1) The drug is O=C(N1C2=NC(=C(C3Nc4c(C23CC1C(OC)=O)cccc4)C(OC)=O)C(OC)=O)C1CCC1. The result is 0 (inactive). (2) The molecule is O=c1[nH]c(=O)n(c2nc(n(CCCc3ccccc3)c12)NCc1occc1)C. The result is 0 (inactive). (3) The compound is S(=O)(=O)(N1C(C(=C(N(C1=O)CC)C)C(OC)=O)c1ccccc1)C(F)(F)F. The result is 0 (inactive). (4) The drug is Clc1nc2c(cc1/C=N\Nc1c([N+]([O-])=O)cccc1)cccc2. The result is 0 (inactive). (5) The compound is O=C(N(c1cc(c(cc1)C)C)CC(=O)NCc1occc1)CCC(=O)Nc1ncccc1. The result is 0 (inactive).